The task is: Predict the reaction yield, written as a fraction of the theoretical maximum amount of product (1.0 means a 100% yield; for example, 0.34 means a 34% yield).. This data is from Reaction yield outcomes from USPTO patents with 853,638 reactions. (1) The reactants are Br[CH2:2][C:3]([O:5][CH2:6][CH3:7])=[O:4].C([O-])([O-])=O.[Na+].[Na+].[O:14]=[S:15]1(=[O:43])[C:21]2[CH:22]=[C:23]([OH:28])[C:24]([O:26][CH3:27])=[CH:25][C:20]=2[N:19]([C:29]2[CH:34]=[CH:33][CH:32]=[CH:31][CH:30]=2)[CH2:18][C:17]([CH2:39][CH2:40][CH2:41][CH3:42])([CH2:35][CH2:36][CH2:37][CH3:38])[CH2:16]1. The yield is 0.990. The product is [O:43]=[S:15]1(=[O:14])[C:21]2[CH:22]=[C:23]([O:28][CH2:2][C:3]([O:5][CH2:6][CH3:7])=[O:4])[C:24]([O:26][CH3:27])=[CH:25][C:20]=2[N:19]([C:29]2[CH:30]=[CH:31][CH:32]=[CH:33][CH:34]=2)[CH2:18][C:17]([CH2:39][CH2:40][CH2:41][CH3:42])([CH2:35][CH2:36][CH2:37][CH3:38])[CH2:16]1. The catalyst is [Br-].C([N+](CCCC)(CCCC)CCCC)CCC.CC#N. (2) The reactants are ON1C2C=CC=CC=2N=N1.C(N=C=NCCCN(C)C)C.C(N(CC)CC)C.[NH2:29][C:30]1[C:35]([OH:36])=[C:34]([F:37])[C:33]([C:38]2[CH:43]=[CH:42][CH:41]=[CH:40][CH:39]=2)=[C:32]([CH3:44])[C:31]=1[C:45]#[N:46].[O:47]1[CH:51]=[CH:50][CH:49]=[C:48]1[CH2:52][C:53](O)=O. The catalyst is C(#N)C. The product is [F:37][C:34]1[C:33]([C:38]2[CH:43]=[CH:42][CH:41]=[CH:40][CH:39]=2)=[C:32]([CH3:44])[C:31]([C:45]#[N:46])=[C:30]2[C:35]=1[O:36][C:53]([CH2:52][C:48]1[O:47][CH:51]=[CH:50][CH:49]=1)=[N:29]2. The yield is 0.570. (3) The reactants are C(OC(=O)[NH:7][CH:8]([CH2:13][C:14]1[CH:19]=[CH:18][C:17]([N+:20]([O-:22])=[O:21])=[CH:16][CH:15]=1)[C:9](=O)[CH2:10][Br:11])(C)(C)C.[C:24](=[S:32])([NH2:31])[C:25]1[CH:30]=[CH:29][CH:28]=[CH:27][CH:26]=1.C(OCC)C. The catalyst is CC#N. The product is [BrH:11].[N+:20]([C:17]1[CH:16]=[CH:15][C:14]([CH2:13][C@@H:8]([C:9]2[N:31]=[C:24]([C:25]3[CH:30]=[CH:29][CH:28]=[CH:27][CH:26]=3)[S:32][CH:10]=2)[NH2:7])=[CH:19][CH:18]=1)([O-:22])=[O:21]. The yield is 0.630. (4) The reactants are C1COCC1.[S:6]1[CH:10]=[CH:9][CH:8]=[C:7]1[Mg]Br.Br[C:14]1[CH:19]=[CH:18][CH:17]=[CH:16][N:15]=1.[Cl-].C(C1C=CC=C(C(C)C)C=1[NH+]1CCN(C2C(C(C)C)=CC=CC=2C(C)C)C1)(C)C. The catalyst is CCCCCC.C(OCC)(=O)C. The product is [S:6]1[CH:10]=[CH:9][CH:8]=[C:7]1[C:18]1[CH:17]=[CH:16][N:15]=[CH:14][CH:19]=1. The yield is 0.940. (5) The reactants are I[C:2]1[N:14]([S:15]([C:18]2[CH:24]=[CH:23][C:21]([CH3:22])=[CH:20][CH:19]=2)(=[O:17])=[O:16])[C:5]2=[N:6][CH:7]=[C:8]3[CH:12]=[N:11][N:10]([CH3:13])[C:9]3=[C:4]2[CH:3]=1.[CH3:25][O:26][C:27]1[CH:28]=[C:29]2[C:33](=[CH:34][CH:35]=1)[N:32]([CH3:36])[N:31]=[C:30]2[Sn](C)(C)C. The yield is 0.470. The product is [CH3:25][O:26][C:27]1[CH:28]=[C:29]2[C:33](=[CH:34][CH:35]=1)[N:32]([CH3:36])[N:31]=[C:30]2[C:2]1[N:14]([S:15]([C:18]2[CH:19]=[CH:20][C:21]([CH3:22])=[CH:23][CH:24]=2)(=[O:16])=[O:17])[C:5]2=[N:6][CH:7]=[C:8]3[CH:12]=[N:11][N:10]([CH3:13])[C:9]3=[C:4]2[CH:3]=1. The catalyst is CN(C=O)C.C1C=CC([P]([Pd]([P](C2C=CC=CC=2)(C2C=CC=CC=2)C2C=CC=CC=2)([P](C2C=CC=CC=2)(C2C=CC=CC=2)C2C=CC=CC=2)[P](C2C=CC=CC=2)(C2C=CC=CC=2)C2C=CC=CC=2)(C2C=CC=CC=2)C2C=CC=CC=2)=CC=1. (6) The reactants are [CH3:1][C@H:2]1[NH:6][C@@H:5]([C:7]([O:9][CH3:10])=[O:8])[CH2:4][CH2:3]1.CCN(CC)CC.[CH3:18][C:19]([O:22][C:23](O[C:23]([O:22][C:19]([CH3:21])([CH3:20])[CH3:18])=[O:24])=[O:24])([CH3:21])[CH3:20]. The catalyst is C(Cl)Cl.CN(C1C=CN=CC=1)C. The product is [CH3:1][C@@H:2]1[N:6]([C:23]([O:22][C:19]([CH3:21])([CH3:20])[CH3:18])=[O:24])[C@@H:5]([C:7]([O:9][CH3:10])=[O:8])[CH2:4][CH2:3]1. The yield is 0.720. (7) The reactants are B(Br)(Br)Br.C[O:6][C:7]1[CH:12]=[CH:11][C:10]([N:13]2[C:17]([C:18]3[CH:23]=[CH:22][N:21]=[CH:20][CH:19]=3)=[CH:16][N:15]=[C:14]2[CH3:24])=[CH:9][CH:8]=1.[OH-].[Na+].Cl. The catalyst is C(Cl)Cl. The product is [CH3:24][C:14]1[N:13]([C:10]2[CH:11]=[CH:12][C:7]([OH:6])=[CH:8][CH:9]=2)[C:17]([C:18]2[CH:19]=[CH:20][N:21]=[CH:22][CH:23]=2)=[CH:16][N:15]=1. The yield is 0.720.